This data is from Full USPTO retrosynthesis dataset with 1.9M reactions from patents (1976-2016). The task is: Predict the reactants needed to synthesize the given product. (1) Given the product [NH4+:9].[OH-:23].[F:1][C:2]1[CH:7]=[CH:6][CH:5]=[C:4]([F:8])[C:3]=1[N:9]1[C:14]2[N:15]=[C:16]([NH:35][CH2:36][CH2:37][CH2:38][NH:39][C:40]([CH3:43])([CH3:42])[CH3:41])[N:17]=[C:18]([C:19]3[CH:20]=[C:21]([CH:26]=[CH:27][C:28]=3[CH3:29])[C:22]([NH:24][CH3:25])=[O:23])[C:13]=2[CH2:12][NH:11][C:10]1=[O:34], predict the reactants needed to synthesize it. The reactants are: [F:1][C:2]1[CH:7]=[CH:6][CH:5]=[C:4]([F:8])[C:3]=1[N:9]1[C:14]2[N:15]=[C:16](S(C)(=O)=O)[N:17]=[C:18]([C:19]3[CH:20]=[C:21]([CH:26]=[CH:27][C:28]=3[CH3:29])[C:22]([NH:24][CH3:25])=[O:23])[C:13]=2[CH2:12][NH:11][C:10]1=[O:34].[NH2:35][CH2:36][CH2:37][CH2:38][NH:39][C:40]([CH3:43])([CH3:42])[CH3:41]. (2) Given the product [F:1][C:2]([F:15])([F:14])[S:3]([O:6][C:20]1[C:21]([CH3:23])=[CH:22][C:17]([Br:16])=[CH:18][C:19]=1[CH3:25])(=[O:5])=[O:4], predict the reactants needed to synthesize it. The reactants are: [F:1][C:2]([F:15])([F:14])[S:3]([O:6]S(C(F)(F)F)(=O)=O)(=[O:5])=[O:4].[Br:16][C:17]1[CH:22]=[C:21]([CH3:23])[C:20](O)=[C:19]([CH3:25])[CH:18]=1.N1C=CC=CC=1.Cl. (3) Given the product [F:1][C:2]1[CH:3]=[CH:4][C:5]([C:8]2[CH2:12][C:11]([C:17]3[CH:22]=[CH:21][C:20]([NH:23][C:24](=[O:36])[C:25]4[C:26](=[C:29]([N+:33]([O-:35])=[O:34])[CH:30]=[CH:31][CH:32]=4)[C:27]([NH:41][CH:38]([CH3:40])[CH3:39])=[O:28])=[C:19]([CH3:37])[CH:18]=3)([C:13]([F:15])([F:16])[F:14])[O:10][N:9]=2)=[CH:6][CH:7]=1, predict the reactants needed to synthesize it. The reactants are: [F:1][C:2]1[CH:7]=[CH:6][C:5]([C:8]2[CH2:12][C:11]([C:17]3[CH:22]=[CH:21][C:20]([N:23]4[C:27](=[O:28])[C:26]5=[C:29]([N+:33]([O-:35])=[O:34])[CH:30]=[CH:31][CH:32]=[C:25]5[C:24]4=[O:36])=[C:19]([CH3:37])[CH:18]=3)([C:13]([F:16])([F:15])[F:14])[O:10][N:9]=2)=[CH:4][CH:3]=1.[CH:38]([NH2:41])([CH3:40])[CH3:39]. (4) Given the product [F:1][C:2]([F:7])([F:6])[C:3]([OH:5])=[O:4].[F:8][C:9]([F:14])([F:13])[C:10]([OH:12])=[O:11].[Cl:22][C:23]1[CH:24]=[N:25][C:26]2[NH:27][C:28]3[CH:29]=[N:30][CH:31]=[C:32]([CH:53]=3)[CH2:33][CH2:34][C:35]3[CH:43]=[C:39]([NH:40][C:41]=1[N:42]=2)[CH:38]=[CH:37][C:36]=3[O:44][CH2:45][CH2:46][CH:47]1[CH2:48][CH2:49][N:50]([C:61]([NH:60][C:54]2[CH:59]=[CH:58][CH:57]=[CH:56][CH:55]=2)=[O:62])[CH2:51][CH2:52]1, predict the reactants needed to synthesize it. The reactants are: [F:1][C:2]([F:7])([F:6])[C:3]([OH:5])=[O:4].[F:8][C:9]([F:14])([F:13])[C:10]([OH:12])=[O:11].FC(F)(F)C(O)=O.[Cl:22][C:23]1[CH:24]=[N:25][C:26]2[NH:27][C:28]3[CH:29]=[N:30][CH:31]=[C:32]([CH:53]=3)[CH2:33][CH2:34][C:35]3[CH:43]=[C:39]([NH:40][C:41]=1[N:42]=2)[CH:38]=[CH:37][C:36]=3[O:44][CH2:45][CH2:46][CH:47]1[CH2:52][CH2:51][NH:50][CH2:49][CH2:48]1.[C:54]1([N:60]=[C:61]=[O:62])[CH:59]=[CH:58][CH:57]=[CH:56][CH:55]=1. (5) Given the product [CH2:32]([O:31][CH2:30][CH2:29][C:20]1([O:1][C:2]2[CH:18]=[CH:17][C:5]([O:6][C:7]3[CH:16]=[CH:15][C:10]([C:11]([NH:13][CH3:14])=[O:12])=[CH:9][CH:8]=3)=[CH:4][CH:3]=2)[C:21](=[O:28])[NH:22][C:23](=[O:27])[NH:24][C:25]1=[O:26])[CH3:33], predict the reactants needed to synthesize it. The reactants are: [OH:1][C:2]1[CH:18]=[CH:17][C:5]([O:6][C:7]2[CH:16]=[CH:15][C:10]([C:11]([NH:13][CH3:14])=[O:12])=[CH:9][CH:8]=2)=[CH:4][CH:3]=1.Br[C:20]1([CH2:29][CH2:30][O:31][CH2:32][CH3:33])[C:25](=[O:26])[NH:24][C:23](=[O:27])[NH:22][C:21]1=[O:28].CCCCC=CCCCC.C1(F)(C2(F)OC(C(F)(F)F)(C(F)(F)F)OC2(F)F)OC(C(F)(F)F)(C(F)(F)F)OC1(F)F. (6) The reactants are: [Cl:1][C:2]1[N:3]=[CH:4][NH:5][C:6]=1[Cl:7].[F:8][C:9]1[C:14]([B:15]([C:27]2[C:32]([F:33])=[C:31]([F:34])[C:30]([F:35])=[C:29]([F:36])[C:28]=2[F:37])[C:16]2[C:21]([F:22])=[C:20]([F:23])[C:19]([F:24])=[C:18]([F:25])[C:17]=2[F:26])=[C:13]([F:38])[C:12]([F:39])=[C:11]([F:40])[C:10]=1[F:41].[CH2:42]([N:60]([CH2:62][CH2:63][CH2:64][CH2:65][CH2:66][CH2:67][CH2:68][CH2:69][CH2:70][CH2:71][CH2:72][CH2:73][CH2:74][CH2:75][CH2:76][CH2:77][CH2:78][CH3:79])[CH3:61])[CH2:43][CH2:44][CH2:45][CH2:46][CH2:47][CH2:48][CH2:49][CH2:50][CH2:51][CH2:52][CH2:53][CH2:54][CH2:55][CH2:56][CH2:57][CH2:58][CH3:59]. Given the product [F:33][C:32]1[C:27]([B:15]([C:14]2[C:9]([F:8])=[C:10]([F:41])[C:11]([F:40])=[C:12]([F:39])[C:13]=2[F:38])[C:16]2[C:17]([F:26])=[C:18]([F:25])[C:19]([F:24])=[C:20]([F:23])[C:21]=2[F:22])=[C:28]([F:37])[C:29]([F:36])=[C:30]([F:35])[C:31]=1[F:34].[F:33][C:32]1[C:27]([B:15]([C:14]2[C:9]([F:8])=[C:10]([F:41])[C:11]([F:40])=[C:12]([F:39])[C:13]=2[F:38])[C:16]2[C:17]([F:26])=[C:18]([F:25])[C:19]([F:24])=[C:20]([F:23])[C:21]=2[F:22])=[C:28]([F:37])[C:29]([F:36])=[C:30]([F:35])[C:31]=1[F:34].[CH2:62]([NH+:60]([CH2:42][CH2:43][CH2:44][CH2:45][CH2:46][CH2:47][CH2:48][CH2:49][CH2:50][CH2:51][CH2:52][CH2:53][CH2:54][CH2:55][CH2:56][CH2:57][CH2:58][CH3:59])[CH3:61])[CH2:63][CH2:64][CH2:65][CH2:66][CH2:67][CH2:68][CH2:69][CH2:70][CH2:71][CH2:72][CH2:73][CH2:74][CH2:75][CH2:76][CH2:77][CH2:78][CH3:79].[Cl:1][C:2]1[N:3]=[CH:4][N-:5][C:6]=1[Cl:7], predict the reactants needed to synthesize it. (7) Given the product [F:19][C:20]([F:28])([F:27])[C:21]([C:22]1[C:11]([C:13]2[CH:18]=[CH:17][CH:16]=[CH:15][CH:14]=2)=[C:3]2[C:4]3[CH:10]=[CH:9][CH:8]=[CH:7][C:5]=3[S:6][C:2]2=[N:1][C:23]=1[CH3:24])=[O:26], predict the reactants needed to synthesize it. The reactants are: [NH2:1][C:2]1[S:6][C:5]2[CH:7]=[CH:8][CH:9]=[CH:10][C:4]=2[C:3]=1[C:11]([C:13]1[CH:18]=[CH:17][CH:16]=[CH:15][CH:14]=1)=O.[F:19][C:20]([F:28])([F:27])[C:21](=[O:26])[CH2:22][C:23](=O)[CH3:24]. (8) Given the product [Cl:23][C:17]1[CH:18]=[C:19]([Cl:22])[CH:20]=[CH:21][C:16]=1[S:13]([NH:12][CH2:11][CH2:10][CH2:9][CH2:8][NH:7][CH2:5][C@@H:4]([OH:6])[CH2:3][O:2][CH3:1])(=[O:14])=[O:15], predict the reactants needed to synthesize it. The reactants are: [CH3:1][O:2][CH2:3][C@@H:4]1[O:6][CH2:5]1.[NH2:7][CH2:8][CH2:9][CH2:10][CH2:11][NH:12][S:13]([C:16]1[CH:21]=[CH:20][C:19]([Cl:22])=[CH:18][C:17]=1[Cl:23])(=[O:15])=[O:14].